From a dataset of CYP3A4 inhibition data for predicting drug metabolism from PubChem BioAssay. Regression/Classification. Given a drug SMILES string, predict its absorption, distribution, metabolism, or excretion properties. Task type varies by dataset: regression for continuous measurements (e.g., permeability, clearance, half-life) or binary classification for categorical outcomes (e.g., BBB penetration, CYP inhibition). Dataset: cyp3a4_veith. (1) The molecule is CCOC(=O)C(NC(C)=O)C(=O)O. The result is 0 (non-inhibitor). (2) The compound is Cc1cccc(Nc2nnc(-c3ccc(C(=O)N4C[C@H]5C[C@H](C4)c4cccc(=O)n4C5)cc3)c3ccccc23)c1. The result is 0 (non-inhibitor). (3) The compound is NC(=O)c1ncn([C@@H]2O[C@@H](CO)[C@@H](O)[C@H]2O)c1O. The result is 0 (non-inhibitor). (4) The molecule is COc1cccc(/C=N/NC(=O)c2cccc([N+](=O)[O-])c2)c1OS(=O)(=O)c1ccc(C)cc1. The result is 1 (inhibitor). (5) The compound is O=C1CSC(c2ccccc2F)N1c1cc(Cl)ccc1O. The result is 1 (inhibitor). (6) The drug is COCCn1c(=O)c(-c2ccc(Cl)cc2)nc2cnc(N3CCOCC3)nc21. The result is 0 (non-inhibitor).